This data is from Catalyst prediction with 721,799 reactions and 888 catalyst types from USPTO. The task is: Predict which catalyst facilitates the given reaction. Reactant: C([O:3][C:4](=[O:26])/[CH:5]=[CH:6]/[C:7]([N:9]1[C:14]2[CH:15]=[C:16]([CH3:19])[CH:17]=[CH:18][C:13]=2[O:12][CH:11]([C:20]2[CH:25]=[CH:24][CH:23]=[CH:22][CH:21]=2)[CH2:10]1)=[O:8])C.[OH-].[Na+]. Product: [CH3:19][C:16]1[CH:17]=[CH:18][C:13]2[O:12][CH:11]([C:20]3[CH:25]=[CH:24][CH:23]=[CH:22][CH:21]=3)[CH2:10][N:9]([C:7](=[O:8])/[CH:6]=[CH:5]/[C:4]([OH:26])=[O:3])[C:14]=2[CH:15]=1. The catalyst class is: 5.